This data is from Reaction yield outcomes from USPTO patents with 853,638 reactions. The task is: Predict the reaction yield, written as a fraction of the theoretical maximum amount of product (1.0 means a 100% yield; for example, 0.34 means a 34% yield). The reactants are C(OC(=O)C[C@@H](N1[CH:29]=[CH:28][C:27]([C:30]2[CH:35]=[CH:34][C:33]([C:36]3[CH:41]=[CH:40][C:39]([C:42]#[N:43])=[CH:38][CH:37]=3)=[CH:32][CH:31]=2)=[CH:26]1)C(N[C@@H](CC1C=CC=CC=1)CO)=O)C1C=CC=CC=1.FC(F)(F)C(O)=[O:48].[CH2:52]([O:59][C:60](=[O:74])[CH2:61][C@@H:62]([NH2:73])[C:63]([NH:65][CH:66]([CH2:71][OH:72])[C:67]([CH3:70])([CH3:69])[CH3:68])=[O:64])[C:53]1[CH:58]=[CH:57][CH:56]=[CH:55][CH:54]=1. The catalyst is ClCCCl. The product is [CH2:52]([O:59][C:60](=[O:74])[CH2:61][C@@H:62]([N:73]1[CH:29]=[CH:28][C:27]([C:30]2[CH:35]=[CH:34][C:33]([C:36]3[CH:41]=[CH:40][C:39]([C:42](=[O:48])[NH2:43])=[CH:38][CH:37]=3)=[CH:32][CH:31]=2)=[CH:26]1)[C:63]([NH:65][C@H:66]([CH2:71][OH:72])[C:67]([CH3:70])([CH3:69])[CH3:68])=[O:64])[C:53]1[CH:54]=[CH:55][CH:56]=[CH:57][CH:58]=1. The yield is 0.410.